This data is from Reaction yield outcomes from USPTO patents with 853,638 reactions. The task is: Predict the reaction yield, written as a fraction of the theoretical maximum amount of product (1.0 means a 100% yield; for example, 0.34 means a 34% yield). (1) The reactants are [C:1]([O:5][C:6]([NH:8][C@H:9]([C:38]([NH:40][CH2:41][CH2:42][CH2:43][CH2:44][O:45][C:46]1[CH:55]=[CH:54][CH:53]=[C:52]([OH:56])[C:47]=1[C:48]([O:50][CH3:51])=[O:49])=[O:39])[CH2:10][C:11]1[CH:16]=[CH:15][C:14]([N:17]([C:31](=[O:37])[C:32]([O:34]CC)=[O:33])[CH2:18][CH:19]([C:24]2[CH:29]=[CH:28][C:27]([OH:30])=[CH:26][CH:25]=2)[C:20]([O:22]C)=[O:21])=[CH:13][CH:12]=1)=[O:7])([CH3:4])([CH3:3])[CH3:2].[OH-].[Na+]. The catalyst is C(O)C. The product is [C:1]([O:5][C:6]([NH:8][C@H:9]([C:38]([NH:40][CH2:41][CH2:42][CH2:43][CH2:44][O:45][C:46]1[CH:55]=[CH:54][CH:53]=[C:52]([OH:56])[C:47]=1[C:48]([O:50][CH3:51])=[O:49])=[O:39])[CH2:10][C:11]1[CH:16]=[CH:15][C:14]([N:17]([C:31]([C:32]([OH:34])=[O:33])=[O:37])[CH2:18][CH:19]([C:20]([OH:22])=[O:21])[C:24]2[CH:25]=[CH:26][C:27]([OH:30])=[CH:28][CH:29]=2)=[CH:13][CH:12]=1)=[O:7])([CH3:4])([CH3:2])[CH3:3]. The yield is 0.400. (2) The reactants are [C:1]([O:5][C:6]([C:8]1[CH:13]=[CH:12][C:11]([C:14]2[C:15]([C:29]([O:31][CH2:32][CH3:33])=[O:30])=[N:16][N:17]([C:23]3[CH:28]=[CH:27][CH:26]=[CH:25][CH:24]=3)[C:18]=2[CH2:19][CH2:20][CH2:21][CH3:22])=[C:10]([C:34]([N:36]2[CH2:45][CH2:44][C:43]3[C:38](=[CH:39][CH:40]=[CH:41][CH:42]=3)[CH2:37]2)=[O:35])[CH:9]=1)=[O:7])([CH3:4])([CH3:3])[CH3:2].[CH:46](C1C=CC(N/N=C/C(OCC)=O)=CC=1)([CH3:48])[CH3:47].[N+](C(CCCC)=CC1C=CC(C(OC(C)(C)C)=O)=CC=1C(N1CCC2C(=CC=CC=2)C1)=O)([O-])=O. No catalyst specified. The product is [C:1]([O:5][C:6]([C:8]1[CH:13]=[CH:12][C:11]([C:14]2[C:15]([C:29]([O:31][CH2:32][CH3:33])=[O:30])=[N:16][N:17]([C:23]3[CH:28]=[CH:27][C:26]([CH:46]([CH3:48])[CH3:47])=[CH:25][CH:24]=3)[C:18]=2[CH2:19][CH2:20][CH2:21][CH3:22])=[C:10]([C:34]([N:36]2[CH2:45][CH2:44][C:43]3[C:38](=[CH:39][CH:40]=[CH:41][CH:42]=3)[CH2:37]2)=[O:35])[CH:9]=1)=[O:7])([CH3:3])([CH3:4])[CH3:2]. The yield is 0.520. (3) The yield is 0.990. The reactants are [OH:1][CH2:2][CH2:3][NH:4][C:5]1[C:6]([C:10]2[N:14]([C:15]3[CH:20]=[CH:19][CH:18]=[C:17]([C:21]([F:24])([F:23])[F:22])[CH:16]=3)[C:13](=[O:25])[O:12][N:11]=2)=[N:7][O:8][N:9]=1.[CH3:26][S:27](Cl)(=[O:29])=[O:28].C(N(CC)CC)C. The catalyst is C(OCC)(=O)C. The product is [CH3:26][S:27]([O:1][CH2:2][CH2:3][NH:4][C:5]1[C:6]([C:10]2[N:14]([C:15]3[CH:20]=[CH:19][CH:18]=[C:17]([C:21]([F:22])([F:24])[F:23])[CH:16]=3)[C:13](=[O:25])[O:12][N:11]=2)=[N:7][O:8][N:9]=1)(=[O:29])=[O:28]. (4) The reactants are CC1C=CC(S(O)(=O)=O)=CC=1.[Cl:12][C:13]1[N:18]=[C:17]([Cl:19])[N:16]=[C:15]2[NH:20][N:21]=[CH:22][C:14]=12.[O:23]1[CH:28]=[CH:27][CH2:26][CH2:25][CH2:24]1. The catalyst is O1CCCC1.C(Cl)Cl. The product is [Cl:12][C:13]1[N:18]=[C:17]([Cl:19])[N:16]=[C:15]2[N:20]([CH:24]3[CH2:25][CH2:26][CH2:27][CH2:28][O:23]3)[N:21]=[CH:22][C:14]=12. The yield is 0.920.